From a dataset of Reaction yield outcomes from USPTO patents with 853,638 reactions. Predict the reaction yield, written as a fraction of the theoretical maximum amount of product (1.0 means a 100% yield; for example, 0.34 means a 34% yield). (1) The reactants are [C:1](Cl)(=[O:8])[C:2]1[CH:7]=[CH:6][CH:5]=[CH:4][CH:3]=1.[CH3:10][CH:11]([CH2:13][C@H:14]([CH2:19][NH2:20])[CH2:15][C:16]([OH:18])=[O:17])[CH3:12]. The catalyst is C1COCC1. The product is [C:1]([NH:20][CH2:19][C@@H:14]([CH2:13][CH:11]([CH3:12])[CH3:10])[CH2:15][C:16]([OH:18])=[O:17])(=[O:8])[C:2]1[CH:7]=[CH:6][CH:5]=[CH:4][CH:3]=1. The yield is 0.470. (2) The reactants are [C:1]([C:4]1[CH:12]=[CH:11][CH:10]=[CH:9][C:5]=1[C:6]([OH:8])=[O:7])(=[O:3])[CH3:2].[CH3:13][C:14](=[CH:16][CH2:17][CH2:18][CH:19]([CH2:21][CH2:22]O)[CH3:20])[CH3:15].C1CCC(N=C=NC2CCCCC2)CC1. The product is [C:1]([C:4]1[CH:12]=[CH:11][CH:10]=[CH:9][C:5]=1[C:6]([O:8][CH2:22][CH2:21][CH:19]([CH3:20])[CH2:18][CH2:17][CH:16]=[C:14]([CH3:15])[CH3:13])=[O:7])(=[O:3])[CH3:2]. The yield is 0.630. The catalyst is CN(C1C=CN=CC=1)C.ClCCl. (3) The reactants are Cl[C:2]1[CH:11]=[N:10][C:9]2[C:4](=[CH:5][CH:6]=[C:7]([CH3:12])[CH:8]=2)[N:3]=1.[CH3:13][O:14][C:15]1[CH:20]=[C:19]([O:21][CH3:22])[CH:18]=[CH:17][C:16]=1[CH2:23][NH2:24].CCOC(C)=O. The catalyst is CS(C)=O. The product is [CH3:13][O:14][C:15]1[CH:20]=[C:19]([O:21][CH3:22])[CH:18]=[CH:17][C:16]=1[CH2:23][NH:24][C:2]1[CH:11]=[N:10][C:9]2[C:4](=[CH:5][CH:6]=[C:7]([CH3:12])[CH:8]=2)[N:3]=1. The yield is 0.960. (4) The yield is 0.800. The product is [CH3:13][O:12][C:3]1[CH:4]=[C:5]([O:8][CH2:9][O:10][CH3:11])[CH:6]=[CH:7][C:2]=1[B:14]([OH:19])[OH:15]. The catalyst is CS(C)=O.O. The reactants are I[C:2]1[CH:7]=[CH:6][C:5]([O:8][CH2:9][O:10][CH3:11])=[CH:4][C:3]=1[O:12][CH3:13].[B:14]1(B2OCC(C)(C)CO2)[O:19]CC(C)(C)C[O:15]1.C([O-])(=O)C.[K+].C(OCC)(=O)C. (5) The reactants are [N:1]1([CH2:7][C:8]2[CH:23]=[CH:22][C:11]([O:12][C:13]3[S:14][C:15]4[CH:21]=[CH:20][CH:19]=[CH:18][C:16]=4[N:17]=3)=[CH:10][CH:9]=2)[CH2:6][CH2:5][NH:4][CH2:3][CH2:2]1.C(OC(N1CCN(CC2C=CC(OC3SC4C=CC=CC=4N=3)=CC=2)CC1)=O)(C)(C)C.Cl.[O:55]1CC[O:58][CH2:57][CH2:56]1. The catalyst is C(Cl)Cl. The product is [S:14]1[C:15]2[CH:21]=[CH:20][CH:19]=[CH:18][C:16]=2[N:17]=[C:13]1[O:12][C:11]1[CH:10]=[CH:9][C:8]([CH2:7][N:1]2[CH2:6][CH2:5][N:4]([C:56](=[O:55])[CH2:57][OH:58])[CH2:3][CH2:2]2)=[CH:23][CH:22]=1. The yield is 0.870. (6) The reactants are [C:1]([NH:4][CH2:5][CH2:6][O:7][C@@H:8]([C:22]1[CH:27]=[CH:26][CH:25]=[C:24]([F:28])[C:23]=1[C:29]1[CH:34]=[CH:33][CH:32]=[C:31]([CH3:35])[CH:30]=1)[C@@H:9]1[O:14][CH2:13][CH2:12][N:11](C(OC(C)(C)C)=O)[CH2:10]1)(=[O:3])[CH3:2].C([O-])(O)=O.[Na+]. The catalyst is C(O)(C(F)(F)F)=O.C(Cl)Cl. The product is [F:28][C:24]1[C:23]([C:29]2[CH:34]=[CH:33][CH:32]=[C:31]([CH3:35])[CH:30]=2)=[C:22]([C@@H:8]([C@@H:9]2[O:14][CH2:13][CH2:12][NH:11][CH2:10]2)[O:7][CH2:6][CH2:5][NH:4][C:1](=[O:3])[CH3:2])[CH:27]=[CH:26][CH:25]=1. The yield is 0.820. (7) The reactants are Br[C:2]1[CH:7]=[C:6]([O:8][CH3:9])[CH:5]=[C:4]([O:10][CH3:11])[CH:3]=1.[Mg].Cl[P:14]([C:21]1[CH:26]=[CH:25][CH:24]=[CH:23][CH:22]=1)[C:15]1[CH:20]=[CH:19][CH:18]=[CH:17][CH:16]=1.[OH:27]O. The catalyst is C1COCC1.II.O. The product is [CH3:11][O:10][C:4]1[CH:3]=[C:2]([P:14](=[O:27])([C:21]2[CH:26]=[CH:25][CH:24]=[CH:23][CH:22]=2)[C:15]2[CH:20]=[CH:19][CH:18]=[CH:17][CH:16]=2)[CH:7]=[C:6]([O:8][CH3:9])[CH:5]=1. The yield is 0.975.